This data is from Full USPTO retrosynthesis dataset with 1.9M reactions from patents (1976-2016). The task is: Predict the reactants needed to synthesize the given product. (1) Given the product [Cl:1][C:2]1[CH:3]=[C:4]([N:10]2[C:14]([CH3:15])=[C:13]([O:16][C:17]3[CH:25]=[CH:24][C:20]([C:21]([N:31]4[CH2:32][CH2:33][CH:28]([OH:27])[CH2:29][CH2:30]4)=[O:22])=[CH:19][CH:18]=3)[C:12]([CH3:26])=[N:11]2)[CH:5]=[CH:6][C:7]=1[C:8]#[N:9], predict the reactants needed to synthesize it. The reactants are: [Cl:1][C:2]1[CH:3]=[C:4]([N:10]2[C:14]([CH3:15])=[C:13]([O:16][C:17]3[CH:25]=[CH:24][C:20]([C:21](O)=[O:22])=[CH:19][CH:18]=3)[C:12]([CH3:26])=[N:11]2)[CH:5]=[CH:6][C:7]=1[C:8]#[N:9].[OH:27][CH:28]1[CH2:33][CH2:32][NH:31][CH2:30][CH2:29]1. (2) Given the product [CH2:1]([O:3][C:4]([N:6]1[C:14]2[C:9](=[CH:10][C:11]([C:15]3[N:16]([CH3:24])[N:17]=[C:18]([C:20]([F:23])([F:21])[F:22])[CH:19]=3)=[CH:12][CH:13]=2)[CH:8]=[C:7]1[C:40]1[CH:41]=[CH:42][C:37]([C:35]([O:34][CH3:33])=[O:36])=[CH:38][C:39]=1[CH3:46])=[O:5])[CH3:2], predict the reactants needed to synthesize it. The reactants are: [CH2:1]([O:3][C:4]([N:6]1[C:14]2[C:9](=[CH:10][C:11]([C:15]3[N:16]([CH3:24])[N:17]=[C:18]([C:20]([F:23])([F:22])[F:21])[CH:19]=3)=[CH:12][CH:13]=2)[CH:8]=[C:7]1OS(C(F)(F)F)(=O)=O)=[O:5])[CH3:2].[CH3:33][O:34][C:35]([C:37]1[CH:42]=[CH:41][C:40](B(O)O)=[C:39]([CH3:46])[CH:38]=1)=[O:36]. (3) Given the product [Cl:1][C:2]1[C:3]([CH:20]([C:31]2[CH:36]=[C:35]([F:37])[CH:34]=[CH:33][C:32]=2[F:38])[S:21]([C:24]2[CH:29]=[CH:28][C:27]([F:30])=[CH:26][CH:25]=2)(=[O:23])=[O:22])=[CH:4][C:5]([NH2:8])=[N:6][CH:7]=1, predict the reactants needed to synthesize it. The reactants are: [Cl:1][C:2]1[C:3]([CH:20]([C:31]2[CH:36]=[C:35]([F:37])[CH:34]=[CH:33][C:32]=2[F:38])[S:21]([C:24]2[CH:29]=[CH:28][C:27]([F:30])=[CH:26][CH:25]=2)(=[O:23])=[O:22])=[CH:4][C:5]([NH:8]CC2C=CC(OC)=C(OC)C=2)=[N:6][CH:7]=1.C(=O)(O)[O-].[Na+]. (4) The reactants are: [CH3:1][C:2]1[C:7]([C:8]#[N:9])=[CH:6][CH:5]=[C:4]([NH2:10])[N:3]=1.C(N(CC)CC)C.[C:18](O[C:18]([O:20][C:21]([CH3:24])([CH3:23])[CH3:22])=[O:19])([O:20][C:21]([CH3:24])([CH3:23])[CH3:22])=[O:19]. Given the product [CH3:1][C:2]1[C:7]([C:8]#[N:9])=[CH:6][CH:5]=[C:4]([NH:10][C:18]([O:20][C:21]([CH3:24])([CH3:23])[CH3:22])=[O:19])[N:3]=1, predict the reactants needed to synthesize it. (5) Given the product [CH3:1][O:2][CH2:3][CH2:4][CH2:5][N:6]1[C:11]2[CH:12]=[C:13]([CH2:16][O:17][C@@H:18]3[C@@:23]4([C:32]5[C:27](=[CH:28][C:29]([CH2:33][OH:34])=[CH:30][CH:31]=5)[CH2:26][CH2:25][O:24]4)[CH2:22][CH2:21][N:20]([S:36]([C:39]4[CH:40]=[CH:41][C:42]([CH3:45])=[CH:43][CH:44]=4)(=[O:37])=[O:38])[CH2:19]3)[CH:14]=[CH:15][C:10]=2[O:9][CH2:8][CH2:7]1, predict the reactants needed to synthesize it. The reactants are: [CH3:1][O:2][CH2:3][CH2:4][CH2:5][N:6]1[C:11]2[CH:12]=[C:13]([CH2:16][O:17][C@@H:18]3[C@@:23]4([C:32]5[C:27](=[CH:28][C:29]([C:33](O)=[O:34])=[CH:30][CH:31]=5)[CH2:26][CH2:25][O:24]4)[CH2:22][CH2:21][N:20]([S:36]([C:39]4[CH:44]=[CH:43][C:42]([CH3:45])=[CH:41][CH:40]=4)(=[O:38])=[O:37])[CH2:19]3)[CH:14]=[CH:15][C:10]=2[O:9][CH2:8][CH2:7]1.B.C1COCC1.CO. (6) Given the product [CH3:25][C:24]([CH3:27])([CH3:26])[C:23]([C:13]1[C:12]([CH2:29][C:30]([CH3:37])([CH3:36])[C:31]([O:33][CH2:34][CH3:35])=[O:32])=[C:11]([C:9](=[O:10])[NH:8][C:5]2[CH:6]=[CH:7][C:2]([C:43]3[CH:42]=[N:41][C:40]([O:39][CH3:38])=[CH:45][CH:44]=3)=[CH:3][CH:4]=2)[N:19]2[C:14]=1[CH:15]=[C:16]([CH:20]([CH3:22])[CH3:21])[CH:17]=[CH:18]2)=[O:28], predict the reactants needed to synthesize it. The reactants are: Br[C:2]1[CH:7]=[CH:6][C:5]([NH:8][C:9]([C:11]2[N:19]3[C:14]([CH:15]=[C:16]([CH:20]([CH3:22])[CH3:21])[CH:17]=[CH:18]3)=[C:13]([C:23](=[O:28])[C:24]([CH3:27])([CH3:26])[CH3:25])[C:12]=2[CH2:29][C:30]([CH3:37])([CH3:36])[C:31]([O:33][CH2:34][CH3:35])=[O:32])=[O:10])=[CH:4][CH:3]=1.[CH3:38][O:39][C:40]1[CH:45]=[CH:44][C:43](B(O)O)=[CH:42][N:41]=1.O. (7) Given the product [S:4]1[CH:5]=[CH:6][C:2]([NH:1][CH:28]=[C:29]([C:30]([O:32][CH2:33][CH3:34])=[O:31])[C:35]([O:37][CH2:38][CH3:39])=[O:36])=[CH:3]1, predict the reactants needed to synthesize it. The reactants are: [NH2:1][C:2]1[CH:6]=[CH:5][S:4][C:3]=1C(OC)=O.CN1CCNCC1.CN1C(=O)CCC1.C(O[CH:28]=[C:29]([C:35]([O:37][CH2:38][CH3:39])=[O:36])[C:30]([O:32][CH2:33][CH3:34])=[O:31])C.